This data is from Catalyst prediction with 721,799 reactions and 888 catalyst types from USPTO. The task is: Predict which catalyst facilitates the given reaction. Reactant: Cl[C:2]1[CH:3]=[C:4]([NH:10][C:11]2[CH:16]=[CH:15][C:14]([C:17]([N:19]3[CH2:24][CH2:23][O:22][CH2:21][CH2:20]3)=[O:18])=[CH:13][N:12]=2)[C:5](=[O:9])[N:6]([CH3:8])[N:7]=1.[C:25]([O:28][CH2:29][C:30]1[C:31]([N:39]2[N:48]=[CH:47][C:46]3[C:41](=[C:42]([F:53])[CH:43]=[C:44]([C:49]([CH3:52])([CH3:51])[CH3:50])[CH:45]=3)[C:40]2=[O:54])=[N:32][CH:33]=[CH:34][C:35]=1B(O)O)(=[O:27])[CH3:26].[O-]P([O-])([O-])=O.[K+].[K+].[K+].O.O.O.C([O-])(=O)C.[Na+]. Product: [C:25]([O:28][CH2:29][C:30]1[C:31]([N:39]2[N:48]=[CH:47][C:46]3[C:41](=[C:42]([F:53])[CH:43]=[C:44]([C:49]([CH3:51])([CH3:50])[CH3:52])[CH:45]=3)[C:40]2=[O:54])=[N:32][CH:33]=[CH:34][C:35]=1[C:2]1[CH:3]=[C:4]([NH:10][C:11]2[CH:16]=[CH:15][C:14]([C:17]([N:19]3[CH2:24][CH2:23][O:22][CH2:21][CH2:20]3)=[O:18])=[CH:13][N:12]=2)[C:5](=[O:9])[N:6]([CH3:8])[N:7]=1)(=[O:27])[CH3:26]. The catalyst class is: 543.